From a dataset of CYP2D6 inhibition data for predicting drug metabolism from PubChem BioAssay. Regression/Classification. Given a drug SMILES string, predict its absorption, distribution, metabolism, or excretion properties. Task type varies by dataset: regression for continuous measurements (e.g., permeability, clearance, half-life) or binary classification for categorical outcomes (e.g., BBB penetration, CYP inhibition). Dataset: cyp2d6_veith. (1) The drug is O=C(Cn1ncc2ccsc2c1=O)N1CCC2(CC1)OCCO2. The result is 0 (non-inhibitor). (2) The compound is Cn1c(=O)c(CCc2ccccc2)nc2cnc(Oc3ccccc3)nc21. The result is 0 (non-inhibitor). (3) The molecule is COc1cccc(C2CC(C(F)(F)F)n3ncc(C(=O)NC(C)(C)C)c3N2)c1. The result is 0 (non-inhibitor). (4) The molecule is CC(CCc1ccccc1)NC(=O)/C=C/c1ccccc1. The result is 0 (non-inhibitor). (5) The molecule is Cn1c(=O)c(-c2ccc(F)cc2)nc2cnc(Nc3ccccc3)nc21. The result is 0 (non-inhibitor). (6) The molecule is O=C(Oc1ccccc1)N1CCC2(CC1)CN(c1ccncc1)C2. The result is 0 (non-inhibitor). (7) The compound is O=C(O)[C@@H](S)[C@H](S)C(=O)O. The result is 0 (non-inhibitor). (8) The result is 1 (inhibitor). The molecule is O=C(Nc1cccc(C(F)(F)F)c1)N(Cc1ccc(Cl)cc1)CC(O)C(F)(F)F.